The task is: Binary Classification. Given a T-cell receptor sequence (or CDR3 region) and an epitope sequence, predict whether binding occurs between them.. This data is from TCR-epitope binding with 47,182 pairs between 192 epitopes and 23,139 TCRs. (1) The epitope is GTITSGWTF. The TCR CDR3 sequence is CASSRLAGGTDEQFF. Result: 0 (the TCR does not bind to the epitope). (2) The epitope is RLRAEAQVK. The TCR CDR3 sequence is CASSYRGDQETQYF. Result: 1 (the TCR binds to the epitope). (3) The TCR CDR3 sequence is CARSLKRGNTYNEQFF. Result: 0 (the TCR does not bind to the epitope). The epitope is GTSGSPIIDK. (4) The epitope is KLFIRQEEV. The TCR CDR3 sequence is CASSMDSQPQHF. Result: 0 (the TCR does not bind to the epitope). (5) The epitope is LLMPILTLT. The TCR CDR3 sequence is CASSLAMTSGYNEQFF. Result: 1 (the TCR binds to the epitope). (6) The epitope is HLVDFQVTI. The TCR CDR3 sequence is CASSLGHRTEAFF. Result: 1 (the TCR binds to the epitope). (7) The epitope is KAFSPEVIPMF. The TCR CDR3 sequence is CATSDWAGEMETQYF. Result: 0 (the TCR does not bind to the epitope).